From a dataset of Forward reaction prediction with 1.9M reactions from USPTO patents (1976-2016). Predict the product of the given reaction. (1) Given the reactants [Cl:1][C:2]1[CH:10]=[CH:9][CH:8]=[C:7]2[C:3]=1[CH:4]=[CH:5][N:6]2[C@@H:11]1[O:28][C@H:27]([CH2:29][O:30][C:31](=[O:33])[CH3:32])[C@@H:22]([O:23][C:24](=[O:26])[CH3:25])[C@H:17]([O:18][C:19](=[O:21])[CH3:20])[C@H:12]1[O:13][C:14](=[O:16])[CH3:15].[C:34]([O:40][C:41]1[CH:49]=[CH:48][C:44]([C:45](Cl)=O)=[CH:43][CH:42]=1)(=[O:39])[C:35]([CH3:38])([CH3:37])[CH3:36], predict the reaction product. The product is: [Cl:1][C:2]1[CH:10]=[CH:9][CH:8]=[C:7]2[C:3]=1[C:4]([CH2:45][C:44]1[CH:43]=[CH:42][C:41]([O:40][C:34](=[O:39])[C:35]([CH3:37])([CH3:36])[CH3:38])=[CH:49][CH:48]=1)=[CH:5][N:6]2[C@@H:11]1[O:28][C@H:27]([CH2:29][O:30][C:31](=[O:33])[CH3:32])[C@@H:22]([O:23][C:24](=[O:26])[CH3:25])[C@H:17]([O:18][C:19](=[O:21])[CH3:20])[C@H:12]1[O:13][C:14](=[O:16])[CH3:15]. (2) Given the reactants [F:1][C:2]1[CH:20]=[CH:19][CH:18]=[CH:17][C:3]=1[C:4]([NH:6][C:7]1[CH:12]=[CH:11][C:10]([C:13]([NH:15][NH2:16])=[O:14])=[CH:9][CH:8]=1)=[O:5].[N:21]([CH2:24][CH2:25][CH2:26][N:27]1[CH2:32][CH2:31][CH2:30][CH2:29][CH2:28]1)=[C:22]=[S:23], predict the reaction product. The product is: [F:1][C:2]1[CH:20]=[CH:19][CH:18]=[CH:17][C:3]=1[C:4]([NH:6][C:7]1[CH:8]=[CH:9][C:10]([C:13]([NH:15][NH:16][C:22]([NH:21][CH2:24][CH2:25][CH2:26][N:27]2[CH2:32][CH2:31][CH2:30][CH2:29][CH2:28]2)=[S:23])=[O:14])=[CH:11][CH:12]=1)=[O:5]. (3) Given the reactants OC[CH2:3][N:4]1[CH2:9][CH2:8][NH:7][CH2:6][CH2:5]1.[CH2:10]=[C:11]1[O:15][C:13](=[O:14])[CH2:12]1, predict the reaction product. The product is: [CH3:3][N:4]1[CH2:9][CH2:8][N:7]([C:13](=[O:14])[CH2:12][C:11](=[O:15])[CH3:10])[CH2:6][CH2:5]1.